This data is from Catalyst prediction with 721,799 reactions and 888 catalyst types from USPTO. The task is: Predict which catalyst facilitates the given reaction. (1) Reactant: Cl[C:2]1[N:10]=[C:9]([F:11])[N:8]=[C:7]2[C:3]=1[N:4]=[CH:5][N:6]2[CH:12]([CH3:14])[CH3:13].[Cl:15][C:16]1[CH:17]=[C:18]([CH:20]=[CH:21][CH:22]=1)[NH2:19].CCN(C(C)C)C(C)C. Product: [Cl:15][C:16]1[CH:17]=[C:18]([NH:19][C:2]2[N:10]=[C:9]([F:11])[N:8]=[C:7]3[C:3]=2[N:4]=[CH:5][N:6]3[CH:12]([CH3:14])[CH3:13])[CH:20]=[CH:21][CH:22]=1. The catalyst class is: 114. (2) Reactant: [Cl:1][C:2]1[N:11]=[C:10](Cl)[C:9]2[C:4](=[CH:5][C:6]([O:15][CH3:16])=[C:7]([O:13][CH3:14])[CH:8]=2)[N:3]=1.[CH2:17]([N:24]1[CH2:29][CH2:28][CH:27]([NH:30][CH3:31])[CH2:26][CH2:25]1)[C:18]1[CH:23]=[CH:22][CH:21]=[CH:20][CH:19]=1.CCN(CC)CC. Product: [CH2:17]([N:24]1[CH2:29][CH2:28][CH:27]([N:30]([CH3:31])[C:10]2[C:9]3[C:4](=[CH:5][C:6]([O:15][CH3:16])=[C:7]([O:13][CH3:14])[CH:8]=3)[N:3]=[C:2]([Cl:1])[N:11]=2)[CH2:26][CH2:25]1)[C:18]1[CH:19]=[CH:20][CH:21]=[CH:22][CH:23]=1. The catalyst class is: 1. (3) Reactant: [N:1]1([C:7]([O:9][C:10]([CH3:13])([CH3:12])[CH3:11])=[O:8])[CH2:6][CH2:5][NH:4][CH2:3][CH2:2]1.C(=O)([O-])[O-].[K+].[K+].[F:20][C:21]1[CH:28]=[C:27](F)[CH:26]=[CH:25][C:22]=1[CH:23]=[O:24].O. Product: [F:20][C:21]1[CH:28]=[C:27]([N:4]2[CH2:5][CH2:6][N:1]([C:7]([O:9][C:10]([CH3:13])([CH3:12])[CH3:11])=[O:8])[CH2:2][CH2:3]2)[CH:26]=[CH:25][C:22]=1[CH:23]=[O:24]. The catalyst class is: 16. (4) Reactant: [Cl:1][C:2]1[CH:20]=[C:19]([CH2:21][CH:22]2[S:26][C:25](=[O:27])[NH:24][C:23]2=[O:28])[CH:18]=[C:17]([Cl:29])[C:3]=1[O:4][C:5]1[CH:6]=[CH:7][C:8]([O:15][CH3:16])=[C:9]([S:11](Cl)(=[O:13])=[O:12])[CH:10]=1.[CH:30]1([NH2:33])[CH2:32][CH2:31]1.CN1CCOCC1. Product: [CH:30]1([NH:33][S:11]([C:9]2[CH:10]=[C:5]([O:4][C:3]3[C:2]([Cl:1])=[CH:20][C:19]([CH2:21][CH:22]4[S:26][C:25](=[O:27])[NH:24][C:23]4=[O:28])=[CH:18][C:17]=3[Cl:29])[CH:6]=[CH:7][C:8]=2[O:15][CH3:16])(=[O:13])=[O:12])[CH2:32][CH2:31]1. The catalyst class is: 7. (5) Reactant: [CH3:1][C:2]1([CH3:16])[C:6]([CH3:8])([CH3:7])[O:5][B:4]([C:9]2[CH:15]=[CH:14][C:12]([NH2:13])=[CH:11][CH:10]=2)[O:3]1.C(N(CC)CC)C.Cl[CH2:25][CH2:26][CH2:27][S:28](Cl)(=[O:30])=[O:29]. Product: [CH3:8][C:6]1([CH3:7])[C:2]([CH3:16])([CH3:1])[O:3][B:4]([C:9]2[CH:15]=[CH:14][C:12]([N:13]3[CH2:25][CH2:26][CH2:27][S:28]3(=[O:30])=[O:29])=[CH:11][CH:10]=2)[O:5]1. The catalyst class is: 781.